From a dataset of Full USPTO retrosynthesis dataset with 1.9M reactions from patents (1976-2016). Predict the reactants needed to synthesize the given product. (1) Given the product [CH3:26][C:25]([O:24][CH2:23][C@H:21]1[O:22][C@@H:5]([Cl:29])[C@H:6]([O:7][C:8]([CH3:9])=[O:10])[C@@H:11]([O:12][C:13]([CH3:14])=[O:15])[C@@H:16]1[O:17][C:18]([CH3:19])=[O:20])=[O:27], predict the reactants needed to synthesize it. The reactants are: C(O[C@@H:5]1[O:22][C@H:21]([CH2:23][O:24][C:25](=[O:27])[CH3:26])[C@@H:16]([O:17][C:18](=[O:20])[CH3:19])[C@H:11]([O:12][C:13](=[O:15])[CH3:14])[C@H:6]1[O:7][C:8](=[O:10])[CH3:9])(=O)C.[Al+3].[Cl-:29].[Cl-].[Cl-].C1(C)C=CC=CC=1.[Si](O)(O)(O)O. (2) Given the product [C:37]([O:36][C:34]([N:8]1[CH2:9][CH:10]([CH3:11])[NH:12][C:13](=[O:15])[CH:4]1[CH2:5][CH2:6][CH3:7])=[O:35])([CH3:38])([CH3:39])[CH3:40], predict the reactants needed to synthesize it. The reactants are: COC(=O)[CH:4]([NH:8][CH2:9][CH:10]([NH:12][C:13]([O:15]CC1C=CC=CC=1)=O)[CH3:11])[CH2:5][CH2:6][CH3:7].[H][H].O([C:34]([O:36][C:37]([CH3:40])([CH3:39])[CH3:38])=[O:35])[C:34]([O:36][C:37]([CH3:40])([CH3:39])[CH3:38])=[O:35]. (3) Given the product [C:1]([N:5]1[CH2:40][CH2:39][CH2:38][CH2:37][C:8]2[C:9]([C:32]3[S:33][CH:34]=[CH:35][CH:36]=3)=[C:10]3[C:19]4[CH:18]=[C:17]([N:20]5[CH:24]=[C:23]([CH2:25][C@@H:26]([OH:29])[CH2:27][OH:28])[N:22]=[N:21]5)[C:16]([O:30][CH3:31])=[CH:15][C:14]=4[CH2:13][CH2:12][N:11]3[C:7]=2[C:6]1=[O:41])([CH3:4])([CH3:2])[CH3:3], predict the reactants needed to synthesize it. The reactants are: [C:1]([N:5]1[CH2:40][CH2:39][CH2:38][CH2:37][C:8]2[C:9]([C:32]3[S:33][CH:34]=[CH:35][CH:36]=3)=[C:10]3[C:19]4[CH:18]=[C:17]([N:20]5[CH:24]=[C:23]([CH2:25][C@H:26]([OH:29])[CH2:27][OH:28])[N:22]=[N:21]5)[C:16]([O:30][CH3:31])=[CH:15][C:14]=4[CH2:13][CH2:12][N:11]3[C:7]=2[C:6]1=[O:41])([CH3:4])([CH3:3])[CH3:2].CC1(C)O[C@H](CC#C)CO1. (4) Given the product [Br:1][C:2]1[CH:3]=[CH:4][C:5]([F:20])=[C:6]([C@@:8]([NH:12][C:13](=[O:19])[O:14][C:15]([CH3:16])([CH3:18])[CH3:17])([CH:9]([OH:10])[CH2:23][CH:22]=[CH2:21])[CH3:11])[CH:7]=1, predict the reactants needed to synthesize it. The reactants are: [Br:1][C:2]1[CH:3]=[CH:4][C:5]([F:20])=[C:6]([C@:8]([NH:12][C:13](=[O:19])[O:14][C:15]([CH3:18])([CH3:17])[CH3:16])([CH3:11])[CH:9]=[O:10])[CH:7]=1.[CH2:21]([Mg]Cl)[CH:22]=[CH2:23].